Dataset: Full USPTO retrosynthesis dataset with 1.9M reactions from patents (1976-2016). Task: Predict the reactants needed to synthesize the given product. (1) Given the product [Cl:1][C:2]1[C:3]([NH:15][CH:16]2[CH2:26][CH2:25][C:19]3([CH2:24][CH2:23][N:22]([C:36](=[O:37])[C:35]([F:46])([F:45])[F:34])[CH2:21][CH2:20]3)[CH2:18][CH2:17]2)=[N:4][C:5]([NH:8][C:9]2[CH:10]=[N:11][N:12]([CH3:14])[CH:13]=2)=[N:6][CH:7]=1, predict the reactants needed to synthesize it. The reactants are: [Cl:1][C:2]1[C:3]([NH:15][CH:16]2[CH2:26][CH2:25][C:19]3([CH2:24][CH2:23][NH:22][CH2:21][CH2:20]3)[CH2:18][CH2:17]2)=[N:4][C:5]([NH:8][C:9]2[CH:10]=[N:11][N:12]([CH3:14])[CH:13]=2)=[N:6][CH:7]=1.C(N(CC)CC)C.[F:34][C:35]([F:46])([F:45])[C:36](O[C:36](=[O:37])[C:35]([F:46])([F:45])[F:34])=[O:37]. (2) Given the product [Br:1][C:2]1[O:6][C:5]([C:7]2[N:12]=[C:11]([NH:13][C:5](=[O:6])[CH2:4][CH3:3])[CH:10]=[C:9]([N:14]3[CH:18]=[CH:17][CH:16]=[N:15]3)[N:8]=2)=[CH:4][CH:3]=1, predict the reactants needed to synthesize it. The reactants are: [Br:1][C:2]1[O:6][C:5]([C:7]2[N:12]=[C:11]([NH2:13])[CH:10]=[C:9]([N:14]3[CH:18]=[CH:17][CH:16]=[N:15]3)[N:8]=2)=[CH:4][CH:3]=1. (3) Given the product [F:1][C:2]1[C:3]([I:31])=[C:4]2[C:14]3[C:9](=[CH:10][N:11]=[C:12]([C:15]4[CH:16]=[N:17][CH:18]=[CH:19][CH:20]=4)[CH:13]=3)[NH:8][C:5]2=[N:6][CH:7]=1, predict the reactants needed to synthesize it. The reactants are: [F:1][C:2]1[C:3]([I:31])=[C:4]2[C:14]3[C:9](=[CH:10][N:11]=[C:12]([C:15]4[CH:16]=[N:17][CH:18]=[CH:19][CH:20]=4)[CH:13]=3)[N:8](S(C3C=CC(C)=CC=3)(=O)=O)[C:5]2=[N:6][CH:7]=1.[OH-].[Li+].Cl. (4) Given the product [F:1][C:2]1[CH:7]=[CH:6][C:5]([C:8]2[O:9][C:10]3[CH:20]=[C:19]([N:21]([CH2:26][CH:27]4[CH2:28][CH2:29][NH:30][CH2:31][CH2:32]4)[S:22]([CH3:25])(=[O:24])=[O:23])[C:18]([C:40]4[CH:45]=[CH:44][CH:43]=[C:42]([C:46]5[O:47][C:48]6[C:49]([N:54]=5)=[N:50][CH:51]=[CH:52][CH:53]=6)[CH:41]=4)=[CH:17][C:11]=3[C:12]=2[C:13]([NH:14][CH3:15])=[O:16])=[CH:4][CH:3]=1, predict the reactants needed to synthesize it. The reactants are: [F:1][C:2]1[CH:7]=[CH:6][C:5]([C:8]2[O:9][C:10]3[CH:20]=[C:19]([N:21]([CH2:26][CH:27]4[CH2:32][CH2:31][N:30](C(OC(C)(C)C)=O)[CH2:29][CH2:28]4)[S:22]([CH3:25])(=[O:24])=[O:23])[C:18]([C:40]4[CH:45]=[CH:44][CH:43]=[C:42]([C:46]5[O:47][C:48]6[C:49]([N:54]=5)=[N:50][CH:51]=[CH:52][CH:53]=6)[CH:41]=4)=[CH:17][C:11]=3[C:12]=2[C:13](=[O:16])[NH:14][CH3:15])=[CH:4][CH:3]=1.C(O)(C(F)(F)F)=O. (5) The reactants are: [O:1]1[CH:5]=[CH:4][CH:3]=[C:2]1/[CH:6]=[CH:7]/[C:8]([OH:10])=O.C(N(CC)CC)C.C1(P([N:32]=[N+:33]=[N-:34])(C2C=CC=CC=2)=O)C=CC=CC=1.C(=O)([O-])O.[Na+]. Given the product [O:1]1[CH:5]=[CH:4][CH:3]=[C:2]1/[CH:6]=[CH:7]/[C:8]([N:32]=[N+:33]=[N-:34])=[O:10], predict the reactants needed to synthesize it. (6) Given the product [CH3:12][C:13]1[C:14]([N:19]([CH2:31][O:32][CH2:33][CH2:34][O:35][CH3:36])[S:20]([C:23]2[S:24][C:25]([CH2:28][CH2:29][CH3:30])=[CH:26][CH:27]=2)(=[O:22])=[O:21])=[N:15][O:16][C:17]=1[CH3:18], predict the reactants needed to synthesize it. The reactants are: C(=O)([O-])[O-].[K+].[K+].CN(C)C=O.[CH3:12][C:13]1[C:14]([NH:19][S:20]([C:23]2[S:24][C:25]([CH2:28][CH2:29][CH3:30])=[CH:26][CH:27]=2)(=[O:22])=[O:21])=[N:15][O:16][C:17]=1[CH3:18].[CH3:31][O:32][CH2:33][CH2:34][O:35][CH2:36]Cl. (7) Given the product [CH2:14]([CH:11]1[CH2:12][CH2:13][NH:8][CH2:9][CH:10]1[CH3:21])[C:15]1[CH:20]=[CH:19][CH:18]=[CH:17][CH:16]=1, predict the reactants needed to synthesize it. The reactants are: C([N:8]1[CH2:13][CH2:12][C:11](=[CH:14][C:15]2[CH:20]=[CH:19][CH:18]=[CH:17][CH:16]=2)[CH:10]([CH3:21])[CH2:9]1)C1C=CC=CC=1.[H][H].